This data is from Forward reaction prediction with 1.9M reactions from USPTO patents (1976-2016). The task is: Predict the product of the given reaction. (1) Given the reactants C[O:2][C:3](=O)[CH2:4][C:5]1[CH:6]=[C:7]2[C:12](=[CH:13][CH:14]=1)[N:11]=[CH:10][C:9]([C:15]1[CH:16]=[N:17][N:18]([CH3:20])[CH:19]=1)=[CH:8]2.[NH2:22][NH2:23], predict the reaction product. The product is: [CH3:20][N:18]1[CH:19]=[C:15]([C:9]2[CH:10]=[N:11][C:12]3[C:7]([CH:8]=2)=[CH:6][C:5]([CH2:4][C:3]([NH:22][NH2:23])=[O:2])=[CH:14][CH:13]=3)[CH:16]=[N:17]1. (2) Given the reactants C(OC([C:6]1[C:10]([CH:11]([CH2:16][CH2:17][O:18][CH3:19])[CH2:12][CH2:13][O:14][CH3:15])=[CH:9][NH:8][CH:7]=1)=O)C.[OH-].[Na+].O.C(Cl)Cl, predict the reaction product. The product is: [CH3:15][O:14][CH2:13][CH2:12][CH:11]([C:10]1[CH:6]=[CH:7][NH:8][CH:9]=1)[CH2:16][CH2:17][O:18][CH3:19].